The task is: Regression. Given two drug SMILES strings and cell line genomic features, predict the synergy score measuring deviation from expected non-interaction effect.. This data is from NCI-60 drug combinations with 297,098 pairs across 59 cell lines. (1) Drug 1: C1CCC(C1)C(CC#N)N2C=C(C=N2)C3=C4C=CNC4=NC=N3. Drug 2: N.N.Cl[Pt+2]Cl. Cell line: MOLT-4. Synergy scores: CSS=28.5, Synergy_ZIP=6.09, Synergy_Bliss=9.98, Synergy_Loewe=10.8, Synergy_HSA=10.8. (2) Drug 2: CC(C1=C(C=CC(=C1Cl)F)Cl)OC2=C(N=CC(=C2)C3=CN(N=C3)C4CCNCC4)N. Drug 1: C1=CC(=CC=C1CCC2=CNC3=C2C(=O)NC(=N3)N)C(=O)NC(CCC(=O)O)C(=O)O. Synergy scores: CSS=24.7, Synergy_ZIP=-5.44, Synergy_Bliss=-9.99, Synergy_Loewe=-15.8, Synergy_HSA=-10.0. Cell line: COLO 205. (3) Drug 1: CS(=O)(=O)C1=CC(=C(C=C1)C(=O)NC2=CC(=C(C=C2)Cl)C3=CC=CC=N3)Cl. Drug 2: CC1CCCC2(C(O2)CC(NC(=O)CC(C(C(=O)C(C1O)C)(C)C)O)C(=CC3=CSC(=N3)C)C)C. Synergy scores: CSS=6.71, Synergy_ZIP=5.68, Synergy_Bliss=4.58, Synergy_Loewe=1.03, Synergy_HSA=1.34. Cell line: ACHN. (4) Drug 1: C1=CN(C(=O)N=C1N)C2C(C(C(O2)CO)O)O.Cl. Drug 2: C(CCl)NC(=O)N(CCCl)N=O. Cell line: 786-0. Synergy scores: CSS=20.1, Synergy_ZIP=-9.80, Synergy_Bliss=-5.44, Synergy_Loewe=-7.93, Synergy_HSA=-1.76. (5) Drug 1: CN1C(=O)N2C=NC(=C2N=N1)C(=O)N. Drug 2: C#CCC(CC1=CN=C2C(=N1)C(=NC(=N2)N)N)C3=CC=C(C=C3)C(=O)NC(CCC(=O)O)C(=O)O. Cell line: UO-31. Synergy scores: CSS=39.5, Synergy_ZIP=1.28, Synergy_Bliss=-2.66, Synergy_Loewe=-10.2, Synergy_HSA=-1.89. (6) Drug 1: CC1=C(C(CCC1)(C)C)C=CC(=CC=CC(=CC(=O)O)C)C. Drug 2: C(=O)(N)NO. Cell line: NCIH23. Synergy scores: CSS=3.22, Synergy_ZIP=-0.791, Synergy_Bliss=-0.323, Synergy_Loewe=-4.12, Synergy_HSA=-1.69. (7) Drug 1: C1=NC2=C(N1)C(=S)N=C(N2)N. Cell line: M14. Drug 2: CCC1(CC2CC(C3=C(CCN(C2)C1)C4=CC=CC=C4N3)(C5=C(C=C6C(=C5)C78CCN9C7C(C=CC9)(C(C(C8N6C)(C(=O)OC)O)OC(=O)C)CC)OC)C(=O)OC)O.OS(=O)(=O)O. Synergy scores: CSS=50.1, Synergy_ZIP=-10.9, Synergy_Bliss=-4.90, Synergy_Loewe=-2.89, Synergy_HSA=-1.72. (8) Drug 1: C1C(C(OC1N2C=C(C(=O)NC2=O)F)CO)O. Drug 2: CC(C)NC(=O)C1=CC=C(C=C1)CNNC.Cl. Cell line: SNB-19. Synergy scores: CSS=19.2, Synergy_ZIP=-3.66, Synergy_Bliss=1.31, Synergy_Loewe=-75.7, Synergy_HSA=-1.23. (9) Drug 1: CN1C(=O)N2C=NC(=C2N=N1)C(=O)N. Drug 2: COC1=C2C(=CC3=C1OC=C3)C=CC(=O)O2. Cell line: HT29. Synergy scores: CSS=1.59, Synergy_ZIP=-0.734, Synergy_Bliss=0.292, Synergy_Loewe=-3.38, Synergy_HSA=-1.47.